Predict the product of the given reaction. From a dataset of Forward reaction prediction with 1.9M reactions from USPTO patents (1976-2016). (1) Given the reactants [NH2:1][C:2]1[CH:7]=[C:6]([O:8][C:9]2[CH:14]=[CH:13][C:12]([NH:15][C:16](=[O:25])[O:17][CH2:18][C:19]3[CH:24]=[CH:23][CH:22]=[CH:21][CH:20]=3)=[C:11]([F:26])[CH:10]=2)[CH:5]=[CH:4][N:3]=1.C(N(CC)CC)C.Cl[C:35](OC1C=CC=CC=1)=[O:36].[N:44]1([CH:49]2[CH2:54][CH2:53][NH:52][CH2:51][CH2:50]2)[CH2:48][CH2:47][CH2:46][CH2:45]1, predict the reaction product. The product is: [F:26][C:11]1[CH:10]=[C:9]([O:8][C:6]2[CH:5]=[CH:4][N:3]=[C:2]([NH:1][C:35]([N:52]3[CH2:53][CH2:54][CH:49]([N:44]4[CH2:48][CH2:47][CH2:46][CH2:45]4)[CH2:50][CH2:51]3)=[O:36])[CH:7]=2)[CH:14]=[CH:13][C:12]=1[NH:15][C:16](=[O:25])[O:17][CH2:18][C:19]1[CH:24]=[CH:23][CH:22]=[CH:21][CH:20]=1. (2) Given the reactants [Cl:1][C:2]1[N:7]=[CH:6][N:5]=[C:4]2[N:8]([CH3:12])[N:9]=[C:10]([CH3:11])[C:3]=12.[Br:13]N1C(=O)CCC1=O, predict the reaction product. The product is: [Br:13][CH2:11][C:10]1[C:3]2[C:4](=[N:5][CH:6]=[N:7][C:2]=2[Cl:1])[N:8]([CH3:12])[N:9]=1.